This data is from Forward reaction prediction with 1.9M reactions from USPTO patents (1976-2016). The task is: Predict the product of the given reaction. (1) Given the reactants [Cl:1][C:2]1[CH:9]=[C:6]([CH:7]=O)[C:5]([OH:10])=[CH:4][CH:3]=1.[NH2:11][C:12]1[CH:13]=[C:14]([CH:23]=[CH:24][C:25]=1[Cl:26])[CH2:15][S:16]([CH2:19][C:20](O)=[O:21])(=[O:18])=[O:17], predict the reaction product. The product is: [Cl:26][C:25]1[CH:24]=[CH:23][C:14]([CH2:15][S:16]([C:19]2[C:20](=[O:21])[O:10][C:5]3[C:6]([CH:7]=2)=[CH:9][C:2]([Cl:1])=[CH:3][CH:4]=3)(=[O:18])=[O:17])=[CH:13][C:12]=1[NH2:11]. (2) The product is: [Br:19][C:4]1[C:3](=[O:18])[N:2]([CH3:1])[CH:7]=[C:6]([C:8]2[CH:13]=[CH:12][CH:11]=[C:10]([N+:14]([O-:16])=[O:15])[C:9]=2[CH3:17])[CH:5]=1. Given the reactants [CH3:1][N:2]1[CH:7]=[C:6]([C:8]2[CH:13]=[CH:12][CH:11]=[C:10]([N+:14]([O-:16])=[O:15])[C:9]=2[CH3:17])[CH:5]=[CH:4][C:3]1=[O:18].[Br:19]Br, predict the reaction product.